The task is: Predict the reaction yield, written as a fraction of the theoretical maximum amount of product (1.0 means a 100% yield; for example, 0.34 means a 34% yield).. This data is from Reaction yield outcomes from USPTO patents with 853,638 reactions. (1) The reactants are I[C:2]1[CH:9]=[CH:8][C:5]([CH:6]=[O:7])=[CH:4][CH:3]=1.[F:10][CH2:11][CH:12]1[CH2:15][N:14]([CH2:16][CH2:17][OH:18])[CH2:13]1. No catalyst specified. The product is [F:10][CH2:11][CH:12]1[CH2:15][N:14]([CH2:16][CH2:17][O:18][C:2]2[CH:9]=[CH:8][C:5]([CH:6]=[O:7])=[CH:4][CH:3]=2)[CH2:13]1. The yield is 0.820. (2) The reactants are Cl[C:2]1[C:7]([C:8]2[CH:9]=[CH:10][C:11]3[N:12]([CH:14]=[C:15]([NH:17][C:18](=[O:20])[CH3:19])[N:16]=3)[CH:13]=2)=[CH:6][CH:5]=[CH:4][N:3]=1.Br[C:22]1[N:27]=[C:26]([CH3:28])[C:25]([F:29])=[CH:24][CH:23]=1. No catalyst specified. The product is [F:29][C:25]1[CH:24]=[CH:23][C:22]([C:2]2[C:7]([C:8]3[CH:9]=[CH:10][C:11]4[N:12]([CH:14]=[C:15]([NH:17][C:18](=[O:20])[CH3:19])[N:16]=4)[CH:13]=3)=[CH:6][CH:5]=[CH:4][N:3]=2)=[N:27][C:26]=1[CH3:28]. The yield is 0.210. (3) The product is [F:1][C:2]([F:29])([O:6][C:7]1[CH:8]=[C:9]([CH2:13][N:14]([C:15]2[CH:20]=[CH:19][CH:18]=[C:17]([O:21][CH2:35][C:34]3[CH:37]=[CH:38][CH:39]=[C:32]([C:31]([F:30])([F:40])[F:41])[CH:33]=3)[CH:16]=2)[CH2:22][C@@H:23]([OH:28])[C:24]([F:26])([F:27])[F:25])[CH:10]=[CH:11][CH:12]=1)[CH:3]([F:5])[F:4]. The yield is 0.450. The catalyst is CC(C)=O. The reactants are [F:1][C:2]([F:29])([O:6][C:7]1[CH:8]=[C:9]([CH2:13][N:14]([CH2:22][C@@H:23]([OH:28])[C:24]([F:27])([F:26])[F:25])[C:15]2[CH:16]=[C:17]([OH:21])[CH:18]=[CH:19][CH:20]=2)[CH:10]=[CH:11][CH:12]=1)[CH:3]([F:5])[F:4].[F:30][C:31]([F:41])([F:40])[C:32]1[CH:33]=[C:34]([CH:37]=[CH:38][CH:39]=1)[CH2:35]Br.C(=O)([O-])[O-].[Cs+].[Cs+].